From a dataset of Forward reaction prediction with 1.9M reactions from USPTO patents (1976-2016). Predict the product of the given reaction. Given the reactants [Cl:1][C:2]1[CH:7]=[CH:6][C:5]([C:8]2[N:12]([CH2:13][CH:14]=[O:15])[C:11](=[O:16])[N:10]([CH2:17][C:18]([NH:20][C:21]([CH3:33])([C:23]3[CH:28]=[CH:27][CH:26]=[C:25]([C:29]([F:32])([F:31])[F:30])[CH:24]=3)[CH3:22])=[O:19])[N:9]=2)=[CH:4][CH:3]=1.[CH2:34]1COC[CH2:35]1.C([Mg]Br)C, predict the reaction product. The product is: [Cl:1][C:2]1[CH:7]=[CH:6][C:5]([C:8]2[N:12]([CH2:13][C:14]3([OH:15])[CH2:35][CH2:34]3)[C:11](=[O:16])[N:10]([CH2:17][C:18]([NH:20][C:21]([CH3:33])([C:23]3[CH:28]=[CH:27][CH:26]=[C:25]([C:29]([F:30])([F:31])[F:32])[CH:24]=3)[CH3:22])=[O:19])[N:9]=2)=[CH:4][CH:3]=1.